From a dataset of Full USPTO retrosynthesis dataset with 1.9M reactions from patents (1976-2016). Predict the reactants needed to synthesize the given product. (1) Given the product [Cl:15][C:8]1[CH:9]=[CH:10][C:2]([O:11][CH3:12])=[C:3]([CH:7]=1)[CH2:4][NH2:6], predict the reactants needed to synthesize it. The reactants are: Cl[C:2]1([O:11][CH3:12])[CH:10]=[CH:9][CH:8]=[CH:7][CH:3]1[C:4]([NH2:6])=O.CO.[ClH:15]. (2) Given the product [CH3:32][O:71][C:70](=[O:72])[C:69]1[CH:73]=[CH:74][C:66]([NH:65][C:28]([C@H:9]2[C@H:8]([C:4]3[CH:5]=[CH:6][CH:7]=[C:2]([Cl:1])[C:3]=3[F:31])[C@:12]([C:15]3[CH:20]=[CH:19][C:18]([Cl:21])=[CH:17][C:16]=3[F:22])([C:13]#[N:14])[C@H:11]([CH2:23][C:24]([CH3:26])([CH3:25])[CH3:27])[NH:10]2)=[O:29])=[CH:67][C:68]=1[C:75]([F:76])([F:77])[F:78], predict the reactants needed to synthesize it. The reactants are: [Cl:1][C:2]1[C:3]([F:31])=[C:4]([CH:8]2[C:12]([C:15]3[CH:20]=[CH:19][C:18]([Cl:21])=[CH:17][C:16]=3[F:22])([C:13]#[N:14])[CH:11]([CH2:23][C:24]([CH3:27])([CH3:26])[CH3:25])[NH:10][CH:9]2[C:28](O)=[O:29])[CH:5]=[CH:6][CH:7]=1.[CH3:32]N(C(ON1N=NC2C=CC=NC1=2)=[N+](C)C)C.F[P-](F)(F)(F)(F)F.CCN(C(C)C)C(C)C.[NH2:65][C:66]1[CH:74]=[CH:73][C:69]([C:70]([OH:72])=[O:71])=[C:68]([C:75]([F:78])([F:77])[F:76])[CH:67]=1. (3) Given the product [CH2:36]([O:35][C:33]([C@@H:24]1[C@H:23]([CH3:22])[CH2:27][C@@H:26]([CH:8]([C:9]([O:11][C:12]([CH3:13])([CH3:14])[CH3:15])=[O:10])[C:7]([O:17][C:18]([CH3:21])([CH3:20])[CH3:19])=[O:16])[CH2:25]1)=[O:34])[CH3:37], predict the reactants needed to synthesize it. The reactants are: CC(C)([O-])C.[Na+].[C:7]([O:17][C:18]([CH3:21])([CH3:20])[CH3:19])(=[O:16])[CH2:8][C:9]([O:11][C:12]([CH3:15])([CH3:14])[CH3:13])=[O:10].[CH3:22][C@@H:23]1[CH2:27][C@H:26](OS(C)(=O)=O)[CH2:25][C@@H:24]1[C:33]([O:35][CH2:36][CH3:37])=[O:34]. (4) Given the product [C:1]([O:4][C@H:5]1[CH2:22][CH2:21][C@@:20]2([CH3:23])[C:7](=[CH:8][CH2:9][C@@H:10]3[C@@H:19]2[CH2:18][CH2:17][C@@:15]2([CH3:16])[C@H:11]3[CH2:12][CH:13]=[C:14]2[N:24]2[C:28]3[CH:29]=[CH:30][CH:31]=[CH:32][C:27]=3[N:26]=[C:25]2[Cl:33])[CH2:6]1)(=[O:3])[CH3:2], predict the reactants needed to synthesize it. The reactants are: [C:1]([O:4][C@H:5]1[CH2:22][CH2:21][C@@:20]2([CH3:23])[C:7](=[CH:8][CH2:9][C@@H:10]3[C@@H:19]2[CH2:18][CH2:17][C@@:15]2([CH3:16])[C@H:11]3[CH2:12][C:13](C=O)=[C:14]2[N:24]2[C:28]3[CH:29]=[CH:30][CH:31]=[CH:32][C:27]=3[N:26]=[C:25]2[Cl:33])[CH2:6]1)(=[O:3])[CH3:2]. (5) Given the product [CH2:18]([O:20][C:21](=[O:40])[CH2:22][C:23]1[CH:24]=[C:25]([C:5]2[CH:4]=[CH:3][C:2]([Br:1])=[CH:16][C:6]=2[CH2:7][N:8]([C:9]([CH:11]2[CH2:13][CH2:12]2)=[O:10])[CH2:14][CH3:15])[C:26]([O:29][CH3:30])=[CH:27][CH:28]=1)[CH3:19], predict the reactants needed to synthesize it. The reactants are: [Br:1][C:2]1[CH:3]=[CH:4][C:5](I)=[C:6]([CH:16]=1)[CH2:7][N:8]([CH2:14][CH3:15])[C:9]([CH:11]1[CH2:13][CH2:12]1)=[O:10].[CH2:18]([O:20][C:21](=[O:40])[CH2:22][C:23]1[CH:28]=[CH:27][C:26]([O:29][CH3:30])=[C:25](B2OC(C)(C)C(C)(C)O2)[CH:24]=1)[CH3:19]. (6) The reactants are: C[O:2][C:3](=O)[C:4]1[CH:13]=[C:12]([O:14][CH2:15][CH2:16][CH2:17][CH2:18][CH2:19][CH2:20][CH2:21][CH2:22][CH2:23][CH2:24][CH2:25][CH2:26][CH2:27][CH2:28][CH2:29][CH3:30])[CH:11]=[C:6]([C:7](OC)=[O:8])[CH:5]=1.[H-].[Al+3].[Li+].[H-].[H-].[H-]. Given the product [CH2:15]([O:14][C:12]1[CH:11]=[C:6]([CH2:7][OH:8])[CH:5]=[C:4]([CH2:3][OH:2])[CH:13]=1)[CH2:16][CH2:17][CH2:18][CH2:19][CH2:20][CH2:21][CH2:22][CH2:23][CH2:24][CH2:25][CH2:26][CH2:27][CH2:28][CH2:29][CH3:30], predict the reactants needed to synthesize it.